Predict the reaction yield, written as a fraction of the theoretical maximum amount of product (1.0 means a 100% yield; for example, 0.34 means a 34% yield). From a dataset of Reaction yield outcomes from USPTO patents with 853,638 reactions. (1) The reactants are [CH3:1][O:2][C:3]1[CH:4]=[C:5]([CH:9]=[CH:10][C:11]=1[N+:12]([O-:14])=[O:13])[C:6]([OH:8])=O.[CH2:15]([NH2:18])[CH2:16]N.S(Cl)(Cl)=[O:20]. The catalyst is CN(C)C=O.CC(C)=O.O. The product is [OH:20][CH2:16][CH2:15][NH:18][C:6](=[O:8])[C:5]1[CH:9]=[CH:10][C:11]([N+:12]([O-:14])=[O:13])=[C:3]([O:2][CH3:1])[CH:4]=1. The yield is 0.460. (2) The reactants are [F:1][C:2]1[CH:7]=[C:6](I)[CH:5]=[CH:4][C:3]=1[N:9]1[CH:14]=[C:13]([O:15][CH3:16])[C:12](=[O:17])[C:11]([C:18]2[N:22]([C:23]3[CH:28]=[CH:27][CH:26]=[CH:25][CH:24]=3)[N:21]=[CH:20][CH:19]=2)=[N:10]1.Cl.[F:30][C:31]1([F:37])[CH2:36][CH2:35][CH2:34][NH:33][CH2:32]1.O(C(C)(C)C)[Na].CC1(C)C2C(=C(P(C3C=CC=CC=3)C3C=CC=CC=3)C=CC=2)OC2C(P(C3C=CC=CC=3)C3C=CC=CC=3)=CC=CC1=2. The catalyst is O1CCOCC1.C([O-])(O)=O.[Na+].C1C=CC(/C=C/C(/C=C/C2C=CC=CC=2)=O)=CC=1.C1C=CC(/C=C/C(/C=C/C2C=CC=CC=2)=O)=CC=1.C1C=CC(/C=C/C(/C=C/C2C=CC=CC=2)=O)=CC=1.[Pd].[Pd]. The product is [F:30][C:31]1([F:37])[CH2:36][CH2:35][CH2:34][N:33]([C:6]2[CH:5]=[CH:4][C:3]([N:9]3[CH:14]=[C:13]([O:15][CH3:16])[C:12](=[O:17])[C:11]([C:18]4[N:22]([C:23]5[CH:28]=[CH:27][CH:26]=[CH:25][CH:24]=5)[N:21]=[CH:20][CH:19]=4)=[N:10]3)=[C:2]([F:1])[CH:7]=2)[CH2:32]1. The yield is 0.550. (3) The reactants are [NH2:1][C:2]1[CH:9]=[C:8]([CH3:10])[C:5]([C:6]#[N:7])=[C:4]([CH3:11])[N:3]=1.[C:12](N1C=CC=CC1=O)(N1C=CC=CC1=O)=[S:13]. The catalyst is ClCCl. The product is [N:1]([C:2]1[CH:9]=[C:8]([CH3:10])[C:5]([C:6]#[N:7])=[C:4]([CH3:11])[N:3]=1)=[C:12]=[S:13]. The yield is 0.830. (4) The reactants are Br[C:2]1[CH:11]=[C:10]([C:12]([F:15])([F:14])[F:13])[CH:9]=[C:8]2[C:3]=1[N:4]=[C:5]([N:19]1[CH2:24][CH2:23][N:22]([C:25]([O:27][C:28]([CH3:31])([CH3:30])[CH3:29])=[O:26])[CH2:21][CH2:20]1)[C:6]1[N:7]2[CH:16]=[N:17][N:18]=1.[CH3:32]B1OB(C)OB(C)O1.C([O-])([O-])=O.[K+].[K+]. The catalyst is C1C=CC(P(C2C=CC=CC=2)[C-]2C=CC=C2)=CC=1.C1C=CC(P(C2C=CC=CC=2)[C-]2C=CC=C2)=CC=1.Cl[Pd]Cl.[Fe+2].CN(C=O)C. The product is [CH3:32][C:2]1[CH:11]=[C:10]([C:12]([F:13])([F:14])[F:15])[CH:9]=[C:8]2[C:3]=1[N:4]=[C:5]([N:19]1[CH2:24][CH2:23][N:22]([C:25]([O:27][C:28]([CH3:29])([CH3:31])[CH3:30])=[O:26])[CH2:21][CH2:20]1)[C:6]1[N:7]2[CH:16]=[N:17][N:18]=1. The yield is 0.720. (5) The reactants are [N:1]1([C:7]2[CH:12]=[CH:11][C:10]([NH2:13])=[CH:9][CH:8]=2)[CH2:6][CH2:5]N[CH2:3][CH2:2]1.Cl[C:15]1[C:16](=[O:28])[NH:17][S:18](=[O:27])(=[O:26])[C:19]=1[C:20]1[CH:25]=[CH:24][CH:23]=[CH:22][CH:21]=1.[C:29]([O:33][C:34](=[O:44])[NH:35][C:36]1[CH:41]=[CH:40][C:39]([CH2:42]Br)=[CH:38][N:37]=1)([CH3:32])([CH3:31])[CH3:30].C(=O)([O-])[O-:46].[K+].[K+]. The catalyst is CN(C=O)C. The product is [N:1]1([C:7]2[CH:8]=[CH:9][C:10]([NH:13][C:15]3[C:16](=[O:28])[N:17]([CH2:42][C:39]4[CH:40]=[CH:41][C:36]([NH:35][C:34](=[O:44])[O:33][C:29]([CH3:32])([CH3:31])[CH3:30])=[N:37][CH:38]=4)[S:18](=[O:27])(=[O:26])[C:19]=3[C:20]3[CH:25]=[CH:24][CH:23]=[CH:22][CH:21]=3)=[CH:11][CH:12]=2)[CH2:2][CH2:3][O:46][CH2:5][CH2:6]1. The yield is 0.160. (6) The reactants are C(OC(=O)[NH:10][C@@H:11]1[CH2:17][CH2:16][CH2:15][N:14]([C:18]2[N:19]([CH3:40])[N:20]=[CH:21][C:22]=2[NH:23][C:24]([C:26]2[N:27]=[C:28](Br)[S:29][C:30]=2[NH:31]C(OC(C)(C)C)=O)=[O:25])[CH2:13][CH2:12]1)C1C=CC=CC=1.[F:42][C:43]1[CH:48]=[C:47]([CH3:49])[CH:46]=[CH:45][C:44]=1B(O)O. No catalyst specified. The product is [NH2:31][C:30]1[S:29][C:28]([C:44]2[CH:45]=[CH:46][C:47]([CH3:49])=[CH:48][C:43]=2[F:42])=[N:27][C:26]=1[C:24]([NH:23][C:22]1[CH:21]=[N:20][N:19]([CH3:40])[C:18]=1[N:14]1[CH2:15][CH2:16][CH2:17][C@@H:11]([NH2:10])[CH2:12][CH2:13]1)=[O:25]. The yield is 0.205. (7) The reactants are [CH3:1][O:2][C:3]1[CH:4]=[C:5]([C:13]([O:15]CC)=[O:14])[CH:6]=[C:7]2[C:11]=1[NH:10][N:9]=[C:8]2[CH3:12].[Li+].[OH-].C(O)C. The catalyst is C1COCC1. The product is [CH3:12][C:8]1[C:7]2[C:11](=[C:3]([O:2][CH3:1])[CH:4]=[C:5]([C:13]([OH:15])=[O:14])[CH:6]=2)[NH:10][N:9]=1. The yield is 0.910. (8) The reactants are [C:1]([OH:13])(=[O:12])[CH2:2][C:3]([CH2:8][C:9]([OH:11])=[O:10])([C:5]([OH:7])=[O:6])[OH:4].O1[B:19]([C@@H:20]([NH:25][C:26](=[O:44])[C@@H:27]([NH:35][C:36]([C:38]2[CH:43]=[N:42][CH:41]=[CH:40][N:39]=2)=[O:37])[CH2:28][C:29]2[CH:34]=[CH:33][CH:32]=[CH:31][CH:30]=2)[CH2:21][CH:22]([CH3:24])[CH3:23])O[B:19]([C@@H:20]([NH:25][C:26](=[O:44])[C@@H:27]([NH:35][C:36]([C:38]2[CH:43]=[N:42][CH:41]=[CH:40][N:39]=2)=[O:37])[CH2:28][C:29]2[CH:34]=[CH:33][CH:32]=[CH:31][CH:30]=2)[CH2:21][CH:22]([CH3:24])[CH3:23])O[B:19]1[C@@H:20]([NH:25][C:26](=[O:44])[C@@H:27]([NH:35][C:36]([C:38]1[CH:43]=[N:42][CH:41]=[CH:40][N:39]=1)=[O:37])[CH2:28][C:29]1[CH:34]=[CH:33][CH:32]=[CH:31][CH:30]=1)[CH2:21][CH:22]([CH3:24])[CH3:23]. The catalyst is CCOC(C)=O. The product is [CH3:23][CH:22]([CH3:24])[CH2:21][C@@H:20]([B:19]1[O:4][C:3]([CH2:2][C:1]([OH:13])=[O:12])([CH2:8][C:9]([OH:11])=[O:10])[C:5](=[O:7])[O:6]1)[NH:25][C:26](=[O:44])[C@@H:27]([NH:35][C:36]([C:38]1[CH:43]=[N:42][CH:41]=[CH:40][N:39]=1)=[O:37])[CH2:28][C:29]1[CH:34]=[CH:33][CH:32]=[CH:31][CH:30]=1. The yield is 0.990. (9) The reactants are [NH2:1][C@@H:2]([C:6]1[CH:11]=[CH:10][CH:9]=[CH:8][C:7]=1[Cl:12])[C:3](O)=O.C[O:14][C:15](=O)[C@H:16]([CH2:18][CH:19]([CH3:21])[CH3:20])[NH2:17].C([C@@H]1NC[C@H](CC(C)C)NC1=O)C(C)C. No catalyst specified. The product is [Cl:12][C:7]1[CH:8]=[CH:9][CH:10]=[CH:11][C:6]=1[C@@H:2]1[NH:1][C:15](=[O:14])[C@H:16]([CH2:18][CH:19]([CH3:21])[CH3:20])[NH:17][CH2:3]1. The yield is 0.0880.